Regression. Given a peptide amino acid sequence and an MHC pseudo amino acid sequence, predict their binding affinity value. This is MHC class II binding data. From a dataset of Peptide-MHC class II binding affinity with 134,281 pairs from IEDB. The peptide sequence is INEPTAAARAYGLDR. The MHC is HLA-DQA10102-DQB10602 with pseudo-sequence HLA-DQA10102-DQB10602. The binding affinity (normalized) is 0.695.